Predict the reactants needed to synthesize the given product. From a dataset of Full USPTO retrosynthesis dataset with 1.9M reactions from patents (1976-2016). (1) Given the product [Br:17][C:18]1[CH:19]=[C:20]([CH2:24][N:3]2[C:4]3[C:9](=[C:8]([C:11]([F:12])([F:14])[F:13])[C:7]([C:15]#[N:16])=[CH:6][CH:5]=3)[CH:10]=[C:2]2[CH3:1])[CH:21]=[CH:22][CH:23]=1, predict the reactants needed to synthesize it. The reactants are: [CH3:1][C:2]1[NH:3][C:4]2[C:9]([CH:10]=1)=[C:8]([C:11]([F:14])([F:13])[F:12])[C:7]([C:15]#[N:16])=[CH:6][CH:5]=2.[Br:17][C:18]1[CH:23]=[CH:22][CH:21]=[C:20]([CH2:24]Br)[CH:19]=1. (2) Given the product [C:1]([O:5][C:6]([N:8]1[C@H:12]([CH2:13][CH3:14])[CH2:11][C:10](=[O:15])[C@@H:9]1[CH2:16][C:17]1[CH:18]=[CH:19][CH:20]=[CH:21][CH:22]=1)=[O:7])([CH3:2])([CH3:3])[CH3:4], predict the reactants needed to synthesize it. The reactants are: [C:1]([O:5][C:6]([N:8]1[C@H:12]([CH2:13][CH3:14])[CH2:11][C@H:10]([OH:15])[C@@H:9]1[CH2:16][C:17]1[CH:22]=[CH:21][CH:20]=[CH:19][CH:18]=1)=[O:7])([CH3:4])([CH3:3])[CH3:2].CC(OI1(OC(C)=O)(OC(C)=O)OC(=O)C2C=CC=CC1=2)=O.CCOC(C)=O. (3) Given the product [C:1]([O:5][C:6]([N:8]1[CH2:13][CH2:12][CH:11]([CH2:14][CH2:15][CH2:16][C:17]([C:18]2[O:19][C:20]([C:23]([OH:25])=[O:24])=[CH:21][N:22]=2)=[O:26])[CH2:10][CH2:9]1)=[O:7])([CH3:4])([CH3:2])[CH3:3], predict the reactants needed to synthesize it. The reactants are: [C:1]([O:5][C:6]([N:8]1[CH2:13][CH2:12][CH:11]([CH2:14][CH2:15][CH2:16][CH:17]([O:26][Si](C(C)(C)C)(C)C)[C:18]2[O:19][C:20]([C:23]([OH:25])=[O:24])=[CH:21][N:22]=2)[CH2:10][CH2:9]1)=[O:7])([CH3:4])([CH3:3])[CH3:2].C(OC(N1CCC(CCCC(O[Si](C(C)(C)C)(C)C)C2OC=CN=2)CC1)=O)(C)(C)C.C([Li])(C)(C)C.C(=O)=O.